From a dataset of Full USPTO retrosynthesis dataset with 1.9M reactions from patents (1976-2016). Predict the reactants needed to synthesize the given product. (1) Given the product [F:5][CH:3]([F:4])[C:2]1[C:24]([C:25]([OH:27])=[O:26])=[CH:23][N:14]([CH3:15])[N:7]=1, predict the reactants needed to synthesize it. The reactants are: F[C:2]([N:7](C)C)(F)[CH:3]([F:5])[F:4].B(F)(F)F.[N:14]1C=CC=C[CH:15]=1.C(O[CH:23]=[CH:24][C:25]([O:27]CC)=[O:26])C.[OH-].[Na+].CNN. (2) Given the product [NH2:7][C:8]1[S:9][C:10]2[CH:38]=[CH:37][CH:36]=[CH:35][C:11]=2[C:12]=1[C:13]([N:15]1[CH2:16][CH2:17][CH:18]([N:21]2[CH2:34][CH2:33][CH2:32][C:23]3([N:27]=[C:26]([CH3:28])[N:25]([CH2:29][CH3:30])[C:24]3=[O:31])[CH2:22]2)[CH2:19][CH2:20]1)=[O:14], predict the reactants needed to synthesize it. The reactants are: C(OC(=O)[NH:7][C:8]1[S:9][C:10]2[CH:38]=[CH:37][CH:36]=[CH:35][C:11]=2[C:12]=1[C:13]([N:15]1[CH2:20][CH2:19][CH:18]([N:21]2[CH2:34][CH2:33][CH2:32][C:23]3([N:27]=[C:26]([CH3:28])[N:25]([CH2:29][CH3:30])[C:24]3=[O:31])[CH2:22]2)[CH2:17][CH2:16]1)=[O:14])(C)(C)C.C(=O)([O-])O.[Na+].